Dataset: Catalyst prediction with 721,799 reactions and 888 catalyst types from USPTO. Task: Predict which catalyst facilitates the given reaction. (1) Reactant: [Si:1]([O:18][C:19]1[CH:27]=[C:26]2[C:22]([C:23]([CH:28]3[CH2:31][CH2:30][CH2:29]3)=[N:24][NH:25]2)=[CH:21][CH:20]=1)([C:14]([CH3:17])([CH3:16])[CH3:15])([C:8]1[CH:13]=[CH:12][CH:11]=[CH:10][CH:9]=1)[C:2]1[CH:7]=[CH:6][CH:5]=[CH:4][CH:3]=1.C(N(CC)CC)C.[CH3:39][C:40]([O:43][C:44](O[C:44]([O:43][C:40]([CH3:42])([CH3:41])[CH3:39])=[O:45])=[O:45])([CH3:42])[CH3:41]. Product: [C:40]([O:43][C:44]([N:25]1[C:26]2[C:22](=[CH:21][CH:20]=[C:19]([O:18][Si:1]([C:14]([CH3:17])([CH3:15])[CH3:16])([C:2]3[CH:7]=[CH:6][CH:5]=[CH:4][CH:3]=3)[C:8]3[CH:9]=[CH:10][CH:11]=[CH:12][CH:13]=3)[CH:27]=2)[C:23]([CH:28]2[CH2:31][CH2:30][CH2:29]2)=[N:24]1)=[O:45])([CH3:42])([CH3:41])[CH3:39]. The catalyst class is: 230. (2) Reactant: [F:1][C:2]1[CH:7]=[CH:6][C:5]([I:8])=[CH:4][C:3]=1[NH2:9].Cl[C:11]1[C:16]([Cl:17])=[CH:15][N:14]=[C:13]([NH2:18])[N:12]=1.Cl.[OH-].[Na+]. Product: [Cl:17][C:16]1[C:11]([NH:9][C:3]2[CH:4]=[C:5]([I:8])[CH:6]=[CH:7][C:2]=2[F:1])=[N:12][C:13]([NH2:18])=[N:14][CH:15]=1. The catalyst class is: 12. (3) Reactant: [C:1]([C:4]1[CH:5]=[C:6]([S:10]([NH:13][CH:14]2[CH2:19][CH2:18][CH2:17][CH2:16][CH2:15]2)(=[O:12])=[O:11])[CH:7]=[CH:8][CH:9]=1)(=[O:3])[CH3:2].[Br-:20].[Br-].[Br-].[NH+]1C=CC=CC=1.[NH+]1C=CC=CC=1.[NH+]1C=CC=CC=1. Product: [Br:20][CH2:2][C:1]([C:4]1[CH:5]=[C:6]([S:10]([NH:13][CH:14]2[CH2:19][CH2:18][CH2:17][CH2:16][CH2:15]2)(=[O:11])=[O:12])[CH:7]=[CH:8][CH:9]=1)=[O:3]. The catalyst class is: 2. (4) Reactant: [C:1]1([CH:7]([C:11]2[CH:16]=[CH:15][CH:14]=[CH:13][CH:12]=2)[C:8]([OH:10])=O)[CH:6]=[CH:5][CH:4]=[CH:3][CH:2]=1.[CH3:17][O:18][C:19]1[CH:20]=[C:21]([C:27]2([CH2:32][NH2:33])[CH2:31][CH2:30][CH2:29][CH2:28]2)[CH:22]=[CH:23][C:24]=1[O:25][CH3:26].C(N(CC)CC)C.F[P-](F)(F)(F)(F)F.N1(OC(N(C)C)=[N+](C)C)C2N=CC=CC=2N=N1. Product: [CH3:17][O:18][C:19]1[CH:20]=[C:21]([C:27]2([CH2:32][NH:33][C:8](=[O:10])[CH:7]([C:1]3[CH:2]=[CH:3][CH:4]=[CH:5][CH:6]=3)[C:11]3[CH:16]=[CH:15][CH:14]=[CH:13][CH:12]=3)[CH2:28][CH2:29][CH2:30][CH2:31]2)[CH:22]=[CH:23][C:24]=1[O:25][CH3:26]. The catalyst class is: 10. (5) Reactant: CS(C)=O.[H-].[Na+].[CH3:7][N:8]1[C:12]2[CH:13]=[C:14]([C:17]([O:19]C)=O)[CH:15]=[CH:16][C:11]=2[N:10]=[CH:9]1.[CH3:21][N:22]1[C:26]2[CH:27]=[CH:28][C:29]([C:31]([O:33]C)=O)=[CH:30][C:25]=2[N:24]=[CH:23]1. The catalyst class is: 23. Product: [CH3:7][N:8]1[C:12]2[CH:13]=[C:14]([C:17](=[O:19])[CH2:25][C:26]#[N:22])[CH:15]=[CH:16][C:11]=2[N:10]=[CH:9]1.[CH3:21][N:22]1[C:26]2[CH:27]=[CH:28][C:29]([C:31](=[O:33])[CH2:11][C:12]#[N:8])=[CH:30][C:25]=2[N:24]=[CH:23]1. (6) Reactant: Br[C:2]1[C:7]([CH2:8][CH:9]([P:18](=[O:25])([O:22]CC)[O:19]CC)[P:10](=[O:17])([O:14]CC)[O:11]CC)=[CH:6][C:5]([N+]([O-])=O)=[CH:4][N:3]=1.C([O-])([O-])=O.[Cs+].[Cs+].CC1(C)[C:75]2[C:70](=[C:71](P([C:70]3[CH:75]=[CH:74][CH:73]=[CH:72][CH:71]=3)[C:70]3[CH:75]=[CH:74][CH:73]=[CH:72][CH:71]=3)[CH:72]=[CH:73][CH:74]=2)O[C:71]2[C:72](P([C:70]3[CH:75]=[CH:74][CH:73]=[CH:72][CH:71]=3)[C:70]3[CH:75]=[CH:74][CH:73]=[CH:72][CH:71]=3)=[CH:73][CH:74]=[CH:75][C:70]1=2.[CH2:77]([NH2:81])[CH2:78][CH2:79][CH3:80]. Product: [CH2:77]([NH:81][C:2]1[C:7]([CH2:8][CH:9]([P:10](=[O:17])([OH:11])[OH:14])[P:18](=[O:25])([OH:22])[OH:19])=[CH:6][C:5]([C:70]2[CH:71]=[CH:72][CH:73]=[CH:74][CH:75]=2)=[CH:4][N:3]=1)[CH2:78][CH2:79][CH3:80]. The catalyst class is: 110.